This data is from Catalyst prediction with 721,799 reactions and 888 catalyst types from USPTO. The task is: Predict which catalyst facilitates the given reaction. (1) Reactant: [C:1]12([NH:11][C:12]3[C:21]4[C:16](=[CH:17][CH:18]=[C:19]([N+:22]([O-:24])=[O:23])[CH:20]=4)[N:15]=[C:14](Cl)[N:13]=3)[CH2:10][CH:5]3[CH2:6][CH:7]([CH2:9][CH:3]([CH2:4]3)[CH2:2]1)[CH2:8]2.[CH2:26]([NH2:29])[CH:27]=[CH2:28]. Product: [C:1]12([NH:11][C:12]3[C:21]4[C:16](=[CH:17][CH:18]=[C:19]([N+:22]([O-:24])=[O:23])[CH:20]=4)[N:15]=[C:14]([NH:29][CH2:26][CH:27]=[CH2:28])[N:13]=3)[CH2:10][CH:5]3[CH2:6][CH:7]([CH2:9][CH:3]([CH2:4]3)[CH2:2]1)[CH2:8]2. The catalyst class is: 6. (2) Reactant: [NH:1]1[C:9]2[C:4](=[CH:5][CH:6]=[CH:7][C:8]=2[C:10]([OH:12])=O)[CH:3]=[CH:2]1.CN(C(ON1N=NC2C=CC=CC1=2)=[N+](C)C)C.[B-](F)(F)(F)F.C(N(CC)C(C)C)(C)C.[C:44]([C:48]1[CH:68]=[CH:67][C:51]([CH2:52][NH:53][CH2:54][CH2:55][C:56]2[CH:61]=[CH:60][CH:59]=[C:58]([C:62]([F:65])([F:64])[F:63])[C:57]=2[F:66])=[CH:50][CH:49]=1)([CH3:47])([CH3:46])[CH3:45]. Product: [C:44]([C:48]1[CH:68]=[CH:67][C:51]([CH2:52][N:53]([CH2:54][CH2:55][C:56]2[CH:61]=[CH:60][CH:59]=[C:58]([C:62]([F:65])([F:63])[F:64])[C:57]=2[F:66])[C:10]([C:8]2[CH:7]=[CH:6][CH:5]=[C:4]3[C:9]=2[NH:1][CH:2]=[CH:3]3)=[O:12])=[CH:50][CH:49]=1)([CH3:47])([CH3:45])[CH3:46]. The catalyst class is: 18. (3) Reactant: [N:1]1([CH2:7][CH2:8][C:9]2[CH:18]=[CH:17][C:12]3[C:13](=[O:16])[O:14][CH2:15][C:11]=3[CH:10]=2)[CH2:6][CH2:5][NH:4][CH2:3][CH2:2]1.[BH3-]C#N.[Na+].[Cl:23][C:24]1[C:25]([CH2:34][CH:35]=O)=[CH:26][C:27]([O:32][CH3:33])=[C:28]([CH:31]=1)[C:29]#[N:30]. Product: [Cl:23][C:24]1[C:25]([CH2:34][CH2:35][N:4]2[CH2:5][CH2:6][N:1]([CH2:7][CH2:8][C:9]3[CH:18]=[CH:17][C:12]4[C:13](=[O:16])[O:14][CH2:15][C:11]=4[CH:10]=3)[CH2:2][CH2:3]2)=[CH:26][C:27]([O:32][CH3:33])=[C:28]([CH:31]=1)[C:29]#[N:30]. The catalyst class is: 2. (4) Reactant: [CH2:1]([N:8]1[CH2:13][CH2:12][C@@H:11]([NH:14][C:15](=[O:21])[O:16][C:17]([CH3:20])([CH3:19])[CH3:18])[C@H:10]([CH2:22]O)[CH2:9]1)[C:2]1[CH:7]=[CH:6][CH:5]=[CH:4][CH:3]=1.O[C:25]1[CH:30]=[CH:29][C:28]([CH2:31][CH2:32][C:33]#[N:34])=[CH:27][CH:26]=1.C1CCN(C(N=NC(N2CCCCC2)=O)=O)CC1.P(CCCC)(CCCC)CCCC. Product: [CH2:1]([N:8]1[CH2:13][CH2:12][C@@H:11]([NH:14][C:15](=[O:21])[O:16][C:17]([CH3:20])([CH3:19])[CH3:18])[C@H:10]([CH2:22][C:25]2[CH:30]=[CH:29][C:28]([CH2:31][CH2:32][C:33]#[N:34])=[CH:27][CH:26]=2)[CH2:9]1)[C:2]1[CH:7]=[CH:6][CH:5]=[CH:4][CH:3]=1. The catalyst class is: 93.